The task is: Predict the reactants needed to synthesize the given product.. This data is from Full USPTO retrosynthesis dataset with 1.9M reactions from patents (1976-2016). Given the product [OH:11][C@H:10]([C:12]1[C:13]([CH3:22])=[C:14]2[C:18](=[CH:19][CH:20]=1)[C:17](=[O:21])[O:16][CH2:15]2)[CH2:9][N:6]1[CH2:7][CH2:8][CH:3]([NH:2][C:27](=[O:28])[C:26]2[CH:30]=[CH:31][C:32]([N:33]3[CH:37]=[N:36][N:35]=[N:34]3)=[C:24]([CH3:23])[CH:25]=2)[CH2:4][CH2:5]1, predict the reactants needed to synthesize it. The reactants are: Cl.[NH2:2][CH:3]1[CH2:8][CH2:7][N:6]([CH2:9][C@@H:10]([C:12]2[C:13]([CH3:22])=[C:14]3[C:18](=[CH:19][CH:20]=2)[C:17](=[O:21])[O:16][CH2:15]3)[OH:11])[CH2:5][CH2:4]1.[CH3:23][C:24]1[CH:25]=[C:26]([CH:30]=[CH:31][C:32]=1[N:33]1[CH:37]=[N:36][N:35]=[N:34]1)[C:27](O)=[O:28].